From a dataset of Catalyst prediction with 721,799 reactions and 888 catalyst types from USPTO. Predict which catalyst facilitates the given reaction. (1) Reactant: [Cl:1][C:2]1[S:6][C:5]2[C:7]3([O:28][CH2:29][C:30]([F:32])([F:31])[C:4]=2[CH:3]=1)[CH2:12][CH2:11][N:10]([CH2:13][C:14]1[C:15]([CH3:27])=[N:16][N:17]([C:19]2[C:24]([CH:25]=O)=[CH:23][CH:22]=[CH:21][N:20]=2)[CH:18]=1)[CH2:9][CH2:8]3.Cl.[NH2:34][OH:35].C([O-])(=O)C.[Na+]. Product: [Cl:1][C:2]1[S:6][C:5]2[C:7]3([O:28][CH2:29][C:30]([F:31])([F:32])[C:4]=2[CH:3]=1)[CH2:8][CH2:9][N:10]([CH2:13][C:14]1[C:15]([CH3:27])=[N:16][N:17]([C:19]2[C:24]([CH:25]=[N:34][OH:35])=[CH:23][CH:22]=[CH:21][N:20]=2)[CH:18]=1)[CH2:11][CH2:12]3. The catalyst class is: 8. (2) Reactant: [CH2:1]([O:3][C:4]1[C@@H:5]([CH:13]([CH3:15])[CH3:14])[N:6]=[C:7]([O:10][CH2:11][CH3:12])[CH2:8][N:9]=1)[CH3:2].[Li]CCCC.Br[CH2:22][CH2:23][CH2:24][CH2:25][CH2:26][CH:27]=[CH2:28].O. Product: [CH2:11]([O:10][C:7]1[C@H:8]([CH2:28][CH2:27][CH2:26][CH2:25][CH2:24][CH:23]=[CH2:22])[N:9]=[C:4]([O:3][CH2:1][CH3:2])[C@@H:5]([CH:13]([CH3:15])[CH3:14])[N:6]=1)[CH3:12]. The catalyst class is: 1. (3) Reactant: [Cl:1][C:2]1[N:6]2[CH:7]=[C:8]([C:15]3[CH:19]=[CH:18][O:17][CH:16]=3)[CH:9]=[C:10]([C:11]([F:14])([F:13])[F:12])[C:5]2=[N:4][C:3]=1[C:20](O)=[O:21].[NH:23]1[CH2:28][CH2:27][CH:26]([N:29]2[C:33](=[O:34])[CH2:32][O:31][C:30]2=[O:35])[CH2:25][CH2:24]1.OC1C2N=NNC=2C=CC=1. Product: [Cl:1][C:2]1[N:6]2[CH:7]=[C:8]([C:15]3[CH:19]=[CH:18][O:17][CH:16]=3)[CH:9]=[C:10]([C:11]([F:12])([F:13])[F:14])[C:5]2=[N:4][C:3]=1[C:20]([N:23]1[CH2:24][CH2:25][CH:26]([N:29]2[C:33](=[O:34])[CH2:32][O:31][C:30]2=[O:35])[CH2:27][CH2:28]1)=[O:21]. The catalyst class is: 85. (4) Reactant: [Cl:1][C:2]1[C:7]([CH3:8])=[CH:6][C:5]([C:9](=O)[CH2:10][CH3:11])=[CH:4][C:3]=1[CH3:13].[Br:14][C:15]1[CH:16]=[C:17]([CH:19]=[CH:20][CH:21]=1)[NH2:18].[B][B][B][B][B][B][B][B][B][B]. Product: [Br:14][C:15]1[CH:16]=[C:17]([NH:18][CH:9]([C:5]2[CH:6]=[C:7]([CH3:8])[C:2]([Cl:1])=[C:3]([CH3:13])[CH:4]=2)[CH2:10][CH3:11])[CH:19]=[CH:20][CH:21]=1. The catalyst class is: 5.